Predict the product of the given reaction. From a dataset of Forward reaction prediction with 1.9M reactions from USPTO patents (1976-2016). (1) Given the reactants O[CH:2]=[C:3]1[C:11]2[C:6](=[CH:7][C:8]([C:12]([C:14]3[CH:19]=[CH:18][C:17]([NH:20][C:21]([C:23]4[S:24][C:25]([C:28](=[O:30])[CH3:29])=[CH:26][CH:27]=4)=[O:22])=[CH:16][CH:15]=3)=[O:13])=[CH:9][CH:10]=2)[NH:5][C:4]1=[O:31].[CH3:32][N:33]1[CH2:38][CH2:37][N:36]([C:39]2[CH:44]=[CH:43][C:42]([NH2:45])=[CH:41][CH:40]=2)[CH2:35][CH2:34]1, predict the reaction product. The product is: [CH3:32][N:33]1[CH2:34][CH2:35][N:36]([C:39]2[CH:44]=[CH:43][C:42]([NH:45][CH:2]=[C:3]3[C:11]4[C:6](=[CH:7][C:8]([C:12]([C:14]5[CH:19]=[CH:18][C:17]([NH:20][C:21]([C:23]6[S:24][C:25]([C:28](=[O:30])[CH3:29])=[CH:26][CH:27]=6)=[O:22])=[CH:16][CH:15]=5)=[O:13])=[CH:9][CH:10]=4)[NH:5][C:4]3=[O:31])=[CH:41][CH:40]=2)[CH2:37][CH2:38]1. (2) Given the reactants O.[OH-].[Li+].[Si:4]([O:11][CH2:12][CH:13]([CH2:20][CH:21]=[CH2:22])/[CH:14]=[CH:15]/[C:16]([O:18]C)=[O:17])([C:7]([CH3:10])([CH3:9])[CH3:8])([CH3:6])[CH3:5], predict the reaction product. The product is: [Si:4]([O:11][CH2:12][CH:13]([CH2:20][CH:21]=[CH2:22])/[CH:14]=[CH:15]/[C:16]([OH:18])=[O:17])([C:7]([CH3:10])([CH3:9])[CH3:8])([CH3:5])[CH3:6]. (3) Given the reactants [Cl:1][C:2]1[C:3]([C:12](=O)[CH2:13][N:14]2[C:18](=[O:19])[C:17]3=[CH:20][CH:21]=[CH:22][CH:23]=[C:16]3[C:15]2=[O:24])=[N:4][CH:5]=[C:6]([C:8]([F:11])([F:10])[F:9])[CH:7]=1.Cl.[NH2:27][OH:28].N1C=CC=CC=1.O, predict the reaction product. The product is: [Cl:1][C:2]1[C:3]([C:12](=[N:27][OH:28])[CH2:13][N:14]2[C:18](=[O:19])[C:17]3=[CH:20][CH:21]=[CH:22][CH:23]=[C:16]3[C:15]2=[O:24])=[N:4][CH:5]=[C:6]([C:8]([F:11])([F:10])[F:9])[CH:7]=1.